From a dataset of Human liver microsome stability data. Regression/Classification. Given a drug SMILES string, predict its absorption, distribution, metabolism, or excretion properties. Task type varies by dataset: regression for continuous measurements (e.g., permeability, clearance, half-life) or binary classification for categorical outcomes (e.g., BBB penetration, CYP inhibition). Dataset: hlm. The drug is CNCCNc1nnc(-c2ccc(F)c(F)c2Nc2ccc(I)cc2F)o1. The result is 0 (unstable in human liver microsomes).